Dataset: Forward reaction prediction with 1.9M reactions from USPTO patents (1976-2016). Task: Predict the product of the given reaction. (1) Given the reactants [Li+].C[Si]([N-][Si](C)(C)C)(C)C.C1COCC1.C(OC([CH:21]1[CH2:26][CH2:25][N:24](C(OC(C)(C)C)=O)[CH2:23][CH2:22]1)=O)C.Cl[C:35]1[C:44]2[C:39](=[CH:40][CH:41]=[CH:42][CH:43]=2)[N:38]=[CH:37][CH:36]=1.[OH-].[K+].Cl.[OH-].[Na+], predict the reaction product. The product is: [NH:24]1[CH2:25][CH2:26][CH:21]([C:35]2[C:44]3[C:39](=[CH:40][CH:41]=[CH:42][CH:43]=3)[N:38]=[CH:37][CH:36]=2)[CH2:22][CH2:23]1. (2) Given the reactants [Cl:1][C:2]1[CH:3]=[C:4]([CH:12]([CH2:22][CH:23]2[CH2:27][CH2:26][C:25](=O)[CH2:24]2)[C:13]([NH:15][C:16]2[CH:21]=[N:20][CH:19]=[CH:18][N:17]=2)=[O:14])[CH:5]=[CH:6][C:7]=1[S:8]([CH3:11])(=[O:10])=[O:9].Cl.[NH2:30][OH:31], predict the reaction product. The product is: [Cl:1][C:2]1[CH:3]=[C:4]([CH:12]([CH2:22][CH:23]2[CH2:27][CH2:26][C:25](=[N:30][OH:31])[CH2:24]2)[C:13]([NH:15][C:16]2[CH:21]=[N:20][CH:19]=[CH:18][N:17]=2)=[O:14])[CH:5]=[CH:6][C:7]=1[S:8]([CH3:11])(=[O:10])=[O:9]. (3) Given the reactants [CH3:1][O:2][C:3]1[CH:10]=[C:9]([O:11][CH3:12])[C:8]([C:13]([N:15]2[CH2:20][CH2:19][C:18]3([O:25][C:24]4[CH:26]=[CH:27][CH:28]=[CH:29][C:23]=4[N:22]4[CH:30]=[CH:31][CH:32]=[C:21]34)[CH2:17][CH2:16]2)=[O:14])=[CH:7][C:4]=1[CH:5]=[O:6].[BH4-].[Na+], predict the reaction product. The product is: [OH:6][CH2:5][C:4]1[C:3]([O:2][CH3:1])=[CH:10][C:9]([O:11][CH3:12])=[C:8]([C:13]([N:15]2[CH2:16][CH2:17][C:18]3([O:25][C:24]4[CH:26]=[CH:27][CH:28]=[CH:29][C:23]=4[N:22]4[CH:30]=[CH:31][CH:32]=[C:21]34)[CH2:19][CH2:20]2)=[O:14])[CH:7]=1. (4) Given the reactants [NH2:1][C:2]1[NH:6][N:5]=[N:4][N:3]=1.[CH2:7](N(CC)CC)C.[C:14]1([CH:24]=O)[C:23]2[C:18](=[CH:19][CH:20]=[CH:21][CH:22]=2)[CH:17]=[CH:16][CH:15]=1.[CH:26]([CH2:29][C:30](=O)[CH2:31][C:32]([O:34][CH2:35][CH3:36])=[O:33])(C)C, predict the reaction product. The product is: [CH:29]([C:30]1[NH:1][C:2]2[N:3]([N:4]=[N:5][N:6]=2)[CH:24]([C:14]2[C:23]3[C:18](=[CH:19][CH:20]=[CH:21][CH:22]=3)[CH:17]=[CH:16][CH:15]=2)[C:31]=1[C:32]([O:34][CH2:35][CH3:36])=[O:33])([CH3:26])[CH3:7]. (5) Given the reactants [CH3:1][NH:2][C:3]([C:5]1[CH:10]=[CH:9][C:8]([NH:11][C:12](=[O:28])[C:13]2[CH:18]=[CH:17][CH:16]=[C:15](B3OC(C)(C)C(C)(C)O3)[CH:14]=2)=[CH:7][CH:6]=1)=[O:4].[Br:29][C:30]1[C:31]2[N:32]([N:37]=[CH:38][N:39]=2)[CH:33]=[C:34](I)[CH:35]=1.C([O-])([O-])=O.[Na+].[Na+].O, predict the reaction product. The product is: [Br:29][C:30]1[C:31]2[N:32]([N:37]=[CH:38][N:39]=2)[CH:33]=[C:34]([C:15]2[CH:14]=[C:13]([CH:18]=[CH:17][CH:16]=2)[C:12]([NH:11][C:8]2[CH:7]=[CH:6][C:5]([C:3](=[O:4])[NH:2][CH3:1])=[CH:10][CH:9]=2)=[O:28])[CH:35]=1. (6) Given the reactants [Li+].CC([N-]C(C)C)C.[Li]CCCC.C(NC(C)C)(C)C.[CH:21]1([N:27]2[CH2:31][CH2:30][CH2:29][C:28]2=[O:32])[CH2:26][CH2:25][CH2:24][CH2:23][CH2:22]1.Cl[CH2:34][C:35]1[C:44]2[C:39](=[CH:40][CH:41]=[CH:42][CH:43]=2)[C:38]([O:45][CH3:46])=[CH:37][CH:36]=1, predict the reaction product. The product is: [CH:21]1([N:27]2[CH2:31][CH2:30][CH:29]([CH2:34][C:35]3[C:44]4[C:39](=[CH:40][CH:41]=[CH:42][CH:43]=4)[C:38]([O:45][CH3:46])=[CH:37][CH:36]=3)[C:28]2=[O:32])[CH2:22][CH2:23][CH2:24][CH2:25][CH2:26]1. (7) Given the reactants [NH2:1][C:2]1[CH:3]=[CH:4][C:5]2[CH2:9][O:8][B:7]([OH:10])[C:6]=2[CH:11]=1.C(=O)([O-])[O-].[K+].[K+].[F:18][C:19]([F:38])([F:37])[C:20]([NH:22][C:23]1[CH:24]=[C:25]([C:33]([F:36])([F:35])[F:34])[C:26]([S:29](Cl)(=[O:31])=[O:30])=[N:27][CH:28]=1)=[O:21], predict the reaction product. The product is: [F:38][C:19]([F:18])([F:37])[C:20]([NH:22][C:23]1[CH:28]=[N:27][C:26]([S:29](=[O:31])(=[O:30])[NH:1][C:2]2[CH:3]=[CH:4][C:5]3[CH2:9][O:8][B:7]([OH:10])[C:6]=3[CH:11]=2)=[C:25]([C:33]([F:36])([F:35])[F:34])[CH:24]=1)=[O:21].